The task is: Regression. Given a target protein amino acid sequence and a drug SMILES string, predict the binding affinity score between them. We predict pIC50 (pIC50 = -log10(IC50 in M); higher means more potent). Dataset: bindingdb_ic50.. This data is from Drug-target binding data from BindingDB using IC50 measurements. The small molecule is CNS(=O)(=O)c1ccc(S(C)(=O)=O)c(Nc2cc(Nc3ccc(Cl)cn3)ncn2)c1. The target protein (Q59H18) has sequence MGNYKSRPTQTCTDEWKKKVSESYVITIERLEDDLQIKEKELTELRNIFGSDEAFSKVNLNYRTENGLSLLHLCCICGGKKSHIRTLMLKGLRPSRLTRNGFTALHLAVYKDNAELITSLLHSGADIQQVGYGGLTALHIATIAGHLEAADVLLQHGANVNIQDAVFFTPLHIAAYYGHEQVTRLLLKFGADVNVSGEVGDRPLHLASAKGFLNIAKLLMEEGSKADVNAQDNEDHVPLHFCSRFGHHDIVKYLLQSDLEVQPHVVNIYGDTPLHLACYNGKFEVAKEIIQISGTESLTKENIFSETAFHSACTYGKSIDLVKFLLDQNVININHQGRDGHTGLHSACYHGHIRLVQFLLDNGADMNLVACDPSRSSGEKDEQTCLMWAYEKGHDAIVTLLKHYKRPQDELPCNEYSQPGGDGSYVSVPSPLGKIKSMTKEKADILLLRAGLPSHFHLQLSEIEFHEIIGSGSFGKVYKGRCRNKIVAIKRYRANTYCSK.... The pIC50 is 7.9.